Dataset: Forward reaction prediction with 1.9M reactions from USPTO patents (1976-2016). Task: Predict the product of the given reaction. (1) Given the reactants [F:1][C:2]1[CH:7]=[CH:6][C:5]([N:8]2[C:11](=[O:12])[C@H:10]([S:13][CH2:14][C:15]([C:17]3[CH:22]=[CH:21][C:20]([F:23])=[CH:19][CH:18]=3)=[O:16])[C@H:9]2[C:24]2[CH:50]=[CH:49][C:27]([O:28][CH2:29][C:30]([NH:32][CH2:33][C:34]([NH:36][C@H:37]([C:45]([O:47]C)=[O:46])[CH2:38][C:39]3[CH:44]=[CH:43][CH:42]=[CH:41][CH:40]=3)=[O:35])=[O:31])=[CH:26][CH:25]=2)=[CH:4][CH:3]=1.CCN(CC)CC, predict the reaction product. The product is: [F:1][C:2]1[CH:3]=[CH:4][C:5]([N:8]2[C:11](=[O:12])[C@H:10]([S:13][CH2:14][C:15]([C:17]3[CH:22]=[CH:21][C:20]([F:23])=[CH:19][CH:18]=3)=[O:16])[C@H:9]2[C:24]2[CH:25]=[CH:26][C:27]([O:28][CH2:29][C:30]([NH:32][CH2:33][C:34]([NH:36][C@H:37]([C:45]([OH:47])=[O:46])[CH2:38][C:39]3[CH:44]=[CH:43][CH:42]=[CH:41][CH:40]=3)=[O:35])=[O:31])=[CH:49][CH:50]=2)=[CH:6][CH:7]=1. (2) The product is: [OH:13][CH2:12][C:8]1[N:9]=[C:10]2[C:5]([CH2:4][CH2:3][C:2](=[O:1])[NH:11]2)=[CH:6][CH:7]=1. Given the reactants [O:1]=[C:2]1[N:11]=[C:10]2[C:5](=[CH:6][CH:7]=[C:8]([C:12](O)=[O:13])[NH:9]2)[CH2:4][CH2:3]1.C(N(CC)CC)C.ClC(OCC(C)C)=O.[BH4-].[Na+].Cl, predict the reaction product. (3) Given the reactants [C:1]([O:5][C:6]([NH:8][C:9]1[CH:14]=[CH:13][C:12]([N+:15]([O-])=O)=[CH:11][N:10]=1)=[O:7])([CH3:4])([CH3:3])[CH3:2], predict the reaction product. The product is: [NH2:15][C:12]1[CH:13]=[CH:14][C:9]([NH:8][C:6]([O:5][C:1]([CH3:4])([CH3:3])[CH3:2])=[O:7])=[N:10][CH:11]=1. (4) Given the reactants [Cl:1][C:2]1[CH:7]=[C:6]([Cl:8])[CH:5]=[C:4]([Cl:9])[C:3]=1[N:10]1[C:14]2=[N:15][C:16]([CH2:20][C:21]3[CH:26]=[CH:25][C:24]([NH2:27])=[CH:23][CH:22]=3)=[N:17][C:18](=[O:19])[C:13]2=[C:12]([CH:28]([CH3:30])[CH3:29])[NH:11]1.[C:31](N1CCC[C@H]1C(O)=O)([O:33][C:34]([CH3:37])([CH3:36])[CH3:35])=[O:32].C([N:48]([CH2:51][CH3:52])[CH2:49][CH3:50])C.C[CH2:54][O:55]C(C)=O, predict the reaction product. The product is: [Cl:1][C:2]1[CH:7]=[C:6]([Cl:8])[CH:5]=[C:4]([Cl:9])[C:3]=1[N:10]1[C:14]2=[N:15][C:16]([CH2:20][C:21]3[CH:26]=[CH:25][C:24]([N:27]([C:31]([O:33][C:34]([CH3:37])([CH3:36])[CH3:35])=[O:32])[C:54](=[O:55])[C@@H:51]4[CH2:52][CH2:50][CH2:49][NH:48]4)=[CH:23][CH:22]=3)=[N:17][C:18](=[O:19])[C:13]2=[C:12]([CH:28]([CH3:30])[CH3:29])[NH:11]1. (5) Given the reactants C([O:5][CH:6]([C:10]1[CH:15]=[CH:14][CH:13]=[CH:12][CH:11]=1)C(C)=C)C=CC.[C:16]1([C:18](=[CH:20][C:21](=[CH:23][CH:24]=1)C)C)[CH3:17], predict the reaction product. The product is: [CH2:15]([CH:10]([CH2:11][C:12]([CH3:13])=[CH:17][C:16]1[CH:24]=[CH:23][CH:21]=[CH:20][CH:18]=1)[CH:6]=[O:5])[CH3:14]. (6) Given the reactants [N:1]1[C:6]2[CH2:7][CH2:8][N:9]([CH2:11][CH2:12][CH2:13][CH2:14][O:15][C:16]3[CH:25]=[C:24]4[C:19]([CH2:20][CH2:21][C:22](=[O:26])[NH:23]4)=[CH:18][CH:17]=3)[CH2:10][C:5]=2[CH:4]=[N:3][CH:2]=1.[Cl:27][C:28]1[CH:29]=C(N2C3CCNCC=3C=N2)[CH:31]=[CH:32][CH:33]=1, predict the reaction product. The product is: [Cl:27][C:28]1[CH:29]=[C:2]([N:1]2[C:6]3[CH2:7][CH2:8][N:9]([CH2:11][CH2:12][CH2:13][CH2:14][O:15][C:16]4[CH:25]=[C:24]5[C:19]([CH2:20][CH2:21][C:22](=[O:26])[NH:23]5)=[CH:18][CH:17]=4)[CH2:10][C:5]=3[CH:4]=[N:3]2)[CH:31]=[CH:32][CH:33]=1. (7) Given the reactants [CH3:1][C:2]([CH3:18])([CH2:10][O:11][CH:12]1[CH2:17][CH2:16][CH2:15][CH2:14][O:13]1)[CH2:3][CH2:4][C:5](OCC)=[O:6].[H-].C([Al+]CC(C)C)C(C)C.CCCCCCC.CO, predict the reaction product. The product is: [CH3:1][C:2]([CH3:18])([CH2:10][O:11][CH:12]1[CH2:17][CH2:16][CH2:15][CH2:14][O:13]1)[CH2:3][CH2:4][CH:5]=[O:6].